Dataset: Full USPTO retrosynthesis dataset with 1.9M reactions from patents (1976-2016). Task: Predict the reactants needed to synthesize the given product. (1) Given the product [CH3:1][C:2]1[CH:3]=[C:4]([CH:7]=[C:8]([CH3:11])[C:9]=1[O:10][CH2:12][O:13][CH2:14][CH2:15][O:16][CH3:17])[CH:5]=[O:6], predict the reactants needed to synthesize it. The reactants are: [CH3:1][C:2]1[CH:3]=[C:4]([CH:7]=[C:8]([CH3:11])[C:9]=1[OH:10])[CH:5]=[O:6].[CH3:12][O:13][CH2:14][CH2:15][O:16][CH2:17]Cl. (2) Given the product [NH2:24][S:21]([C:18]1[CH:17]=[CH:16][C:15]([C:14]([NH:13][C@@H:8]2[CH2:9][CH2:10][CH2:11][CH2:12][C@@H:7]2[NH:6][C:4](=[O:5])[CH2:3][NH:2][S:33]([C:29]2[CH:30]=[CH:31][CH:32]=[C:27]([Cl:26])[CH:28]=2)(=[O:35])=[O:34])=[O:25])=[CH:20][CH:19]=1)(=[O:23])=[O:22], predict the reactants needed to synthesize it. The reactants are: Br.[NH2:2][CH2:3][C:4]([NH:6][C@H:7]1[CH2:12][CH2:11][CH2:10][CH2:9][C@H:8]1[NH:13][C:14](=[O:25])[C:15]1[CH:20]=[CH:19][C:18]([S:21]([NH2:24])(=[O:23])=[O:22])=[CH:17][CH:16]=1)=[O:5].[Cl:26][C:27]1[CH:28]=[C:29]([S:33](Cl)(=[O:35])=[O:34])[CH:30]=[CH:31][CH:32]=1.CCOC(C)=O. (3) Given the product [F:11][C:9]1[N:8]=[C:7]([NH2:12])[CH:6]=[C:5]([O:2][CH3:1])[CH:10]=1, predict the reactants needed to synthesize it. The reactants are: [CH3:1][O-:2].[Na+].F[C:5]1[CH:10]=[C:9]([F:11])[N:8]=[C:7]([NH2:12])[CH:6]=1.CO. (4) Given the product [Br:1][C:2]1[CH:7]=[CH:6][C:5]([C:8]([NH:10][NH:11][C:14]([NH:13][C:28]2[CH:29]=[CH:30][C:25]([S:22]([N:16]3[CH2:17][CH2:18][CH2:19][CH2:20][CH2:21]3)(=[O:24])=[O:23])=[CH:26][CH:27]=2)=[S:15])=[O:9])=[CH:4][C:3]=1[Cl:12], predict the reactants needed to synthesize it. The reactants are: [Br:1][C:2]1[CH:7]=[CH:6][C:5]([C:8]([NH:10][NH2:11])=[O:9])=[CH:4][C:3]=1[Cl:12].[N-:13]=[C:14]=[S:15].[N:16]1([S:22]([C:25]2[CH:30]=[CH:29][CH:28]=[CH:27][CH:26]=2)(=[O:24])=[O:23])[CH2:21][CH2:20][CH2:19][CH2:18][CH2:17]1.